Dataset: Full USPTO retrosynthesis dataset with 1.9M reactions from patents (1976-2016). Task: Predict the reactants needed to synthesize the given product. (1) Given the product [F:18][C:13]1[CH:14]=[CH:15][CH:16]=[CH:17][C:12]=1[C:6]1[N:5]2[N:4]=[C:3]([O:19][CH2:20][C:21]3[N:22]([CH3:26])[N:23]=[CH:24][N:25]=3)[C:2]([C:29]3[CH:30]=[CH:31][S:27][CH:28]=3)=[C:10]2[C:9]([CH3:11])=[N:8][N:7]=1, predict the reactants needed to synthesize it. The reactants are: Br[C:2]1[C:3]([O:19][CH2:20][C:21]2[N:22]([CH3:26])[N:23]=[CH:24][N:25]=2)=[N:4][N:5]2[C:10]=1[C:9]([CH3:11])=[N:8][N:7]=[C:6]2[C:12]1[CH:17]=[CH:16][CH:15]=[CH:14][C:13]=1[F:18].[S:27]1[CH:31]=[CH:30][C:29](B(O)O)=[CH:28]1.C(=O)([O-])[O-].[Cs+].[Cs+].C(P(C(C)(C)C)C(C)(C)C)(C)(C)C. (2) Given the product [CH2:18]([N:20]1[C:28]2[C:23](=[N:24][CH:25]=[CH:26][CH:27]=2)[N:22]([C:29]2[CH:30]=[CH:31][C:32]([O:35][C:2]3[N:3]=[C:4]4[CH:9]=[CH:8][CH:7]=[CH:6][N:5]4[CH:10]=3)=[CH:33][CH:34]=2)[C:21]1=[O:36])[CH3:19], predict the reactants needed to synthesize it. The reactants are: Cl[C:2]1[N:3]=[C:4]2[CH:9]=[CH:8][CH:7]=[CH:6][N:5]2[C:10]=1C(OCC)=O.[H-].[Na+].[CH2:18]([N:20]1[C:28]2[C:23](=[N:24][CH:25]=[CH:26][CH:27]=2)[N:22]([C:29]2[CH:34]=[CH:33][C:32]([OH:35])=[CH:31][CH:30]=2)[C:21]1=[O:36])[CH3:19].[Cl-].[Cl-].[Ca+2]. (3) Given the product [CH:33]1([CH2:36][CH2:37][N:38]([CH3:39])[C:29]([N:28]([C@@H:10]2[C@@H:9]([C:4]3[CH:5]=[CH:6][C:7]([Cl:8])=[C:2]([Cl:1])[CH:3]=3)[CH2:13][N:12]([C:14]([CH:16]3[CH2:17][CH2:18][N:19]([C:22]([C:24]4([CH3:27])[CH2:25][CH2:26]4)=[O:23])[CH2:20][CH2:21]3)=[O:15])[CH2:11]2)[CH3:32])=[O:30])[CH2:35][CH2:34]1, predict the reactants needed to synthesize it. The reactants are: [Cl:1][C:2]1[CH:3]=[C:4]([C@H:9]2[CH2:13][N:12]([C:14]([CH:16]3[CH2:21][CH2:20][N:19]([C:22]([C:24]4([CH3:27])[CH2:26][CH2:25]4)=[O:23])[CH2:18][CH2:17]3)=[O:15])[CH2:11][C@@H:10]2[N:28]([CH3:32])[C:29](Cl)=[O:30])[CH:5]=[CH:6][C:7]=1[Cl:8].[CH:33]1([CH2:36][CH2:37][NH:38][CH3:39])[CH2:35][CH2:34]1.C(N(CC)C(C)C)(C)C. (4) Given the product [Si:18]([O:25][CH2:26][CH2:27][NH:28][C:2]1[CH:7]=[CH:6][C:5]([N:8]2[CH:12]=[CH:11][N:10]([CH2:13][C:14]([O:16][CH2:35][CH3:36])=[O:15])[C:9]2=[O:17])=[CH:4][CH:3]=1)([C:21]([CH3:23])([CH3:24])[CH3:22])([CH3:20])[CH3:19], predict the reactants needed to synthesize it. The reactants are: Br[C:2]1[CH:7]=[CH:6][C:5]([N:8]2[CH:12]=[CH:11][N:10]([CH2:13][C:14]([O-:16])=[O:15])[C:9]2=[O:17])=[CH:4][CH:3]=1.[Si:18]([O:25][CH2:26][CH2:27][NH2:28])([C:21]([CH3:24])([CH3:23])[CH3:22])([CH3:20])[CH3:19].C([O-])([O-])=O.[Cs+].[Cs+].[CH3:35][CH:36](C1C=C(C(C)C)C(C2C=CC=CC=2P(C2CCCCC2)C2CCCCC2)=C(C(C)C)C=1)C. (5) Given the product [CH2:10]([NH:7][C:6]1[CH:8]=[CH:9][C:3]([CH2:1][CH3:2])=[CH:4][CH:5]=1)[CH3:11], predict the reactants needed to synthesize it. The reactants are: [CH2:1]([C:3]1[CH:9]=[CH:8][C:6]([NH2:7])=[CH:5][CH:4]=1)[CH3:2].[CH:10](=O)[CH3:11].OS(O)(=O)=O.[BH4-].[Na+]. (6) Given the product [Cl:1][C:2]1[CH:14]=[CH:13][C:5]([O:6][C:7]([CH3:12])([CH3:11])[C:8]#[N:10])=[C:4]([F:15])[CH:3]=1, predict the reactants needed to synthesize it. The reactants are: [Cl:1][C:2]1[CH:14]=[CH:13][C:5]([O:6][C:7]([CH3:12])([CH3:11])[C:8]([NH2:10])=O)=[C:4]([F:15])[CH:3]=1.C(N(CC)CC)C.FC(F)(F)C(OC(=O)C(F)(F)F)=O.CO. (7) Given the product [N:58]1([C:8]([NH:9][C:19]2[CH:24]=[C:23]([O:25][C:26]3[CH:31]=[CH:30][C:29]([NH:32][C:33]([C:35]4([C:38]([NH:39][C:40]5[CH:41]=[CH:42][C:43]([F:46])=[CH:44][CH:45]=5)=[O:47])[CH2:37][CH2:36]4)=[O:34])=[CH:28][C:27]=3[F:48])[CH:22]=[CH:21][N:20]=2)=[O:7])[CH2:61][CH2:60][CH2:59]1, predict the reactants needed to synthesize it. The reactants are: C1([O:7][C:8](=O)[N:9]([C:19]2[CH:24]=[C:23]([O:25][C:26]3[CH:31]=[CH:30][C:29]([NH:32][C:33]([C:35]4([C:38](=[O:47])[NH:39][C:40]5[CH:45]=[CH:44][C:43]([F:46])=[CH:42][CH:41]=5)[CH2:37][CH2:36]4)=[O:34])=[CH:28][C:27]=3[F:48])[CH:22]=[CH:21][N:20]=2)C(OC2C=CC=CC=2)=O)C=CC=CC=1.C(N(CC)CC)C.Cl.[NH:58]1[CH2:61][CH2:60][CH2:59]1.